From a dataset of Catalyst prediction with 721,799 reactions and 888 catalyst types from USPTO. Predict which catalyst facilitates the given reaction. (1) Reactant: [N+:1]([C:4]1[CH:9]=[CH:8][CH:7]=[CH:6][C:5]=1[S:10]([N:13]1[CH2:17][CH:16]=[CH:15][CH2:14]1)(=[O:12])=[O:11])([O-])=O.[In].Cl. Product: [N:13]1([S:10]([C:5]2[CH:6]=[CH:7][CH:8]=[CH:9][C:4]=2[NH2:1])(=[O:12])=[O:11])[CH2:14][CH:15]=[CH:16][CH2:17]1. The catalyst class is: 132. (2) Reactant: C(OC([N:8]([CH3:59])[C@H:9]([C:13]([NH:15][C@H:16]([C:20]([N:22]([C@@H:24]([C@@H:55]([CH3:58])[CH2:56][CH3:57])[C@H:25]([O:53][CH3:54])[CH2:26][C:27]([N:29]1[CH2:33][CH2:32][CH2:31][C@H:30]1[C@H:34]([O:51][CH3:52])[C@@H:35]([CH3:50])[C:36]([NH:38][C@H:39]([C:47]([OH:49])=O)[CH2:40][C:41]1[CH:46]=[CH:45][CH:44]=[CH:43][CH:42]=1)=[O:37])=[O:28])[CH3:23])=[O:21])[CH:17]([CH3:19])[CH3:18])=[O:14])C(C)C)=O)(C)(C)C.[NH:60]1[CH2:65][CH2:64][O:63][CH2:62][CH2:61]1.[CH:66]1[CH:67]=CC2N(O)N=NC=2[CH:71]=1.F[C:77](F)(F)[C:78]([OH:80])=[O:79].F[C:84](F)(F)[C:85]([O-])=O.O=CCCC(O)=O.C([BH3-])#N.[Na+]. Product: [C:78]([CH2:77][CH2:84][CH2:85][N:8]([CH3:59])[C@H:9]([C:13]([NH:15][C@H:16]([C:20]([N:22]([C@@H:24]([C@@H:55]([CH3:58])[CH2:56][CH3:57])[C@H:25]([O:53][CH3:54])[CH2:26][C:27]([N:29]1[CH2:33][CH2:32][CH2:31][C@H:30]1[C@H:34]([O:51][CH3:52])[C@@H:35]([CH3:50])[C:36]([NH:38][C@@H:39]([CH2:40][C:41]1[CH:46]=[CH:45][CH:44]=[CH:43][CH:42]=1)[C:47]([N:60]1[CH2:65][CH2:64][O:63][CH2:62][CH2:61]1)=[O:49])=[O:37])=[O:28])[CH3:23])=[O:21])[CH:17]([CH3:19])[CH3:18])=[O:14])[CH:66]([CH3:67])[CH3:71])([OH:80])=[O:79]. The catalyst class is: 344. (3) Reactant: [C:1](Cl)(=[O:3])[CH3:2].[NH2:5][C@@H:6]1[CH2:11][CH2:10][C@H:9]([CH2:12][N:13]2[C:17]3=[N:18][C:19]([NH:22][C:23]4[CH:24]=[CH:25][C:26]([CH3:33])=[C:27]([S:29]([NH2:32])(=[O:31])=[O:30])[CH:28]=4)=[N:20][CH:21]=[C:16]3[CH:15]=[N:14]2)[CH2:8][CH2:7]1. Product: [CH3:33][C:26]1[CH:25]=[CH:24][C:23]([NH:22][C:19]2[N:18]=[C:17]3[N:13]([CH2:12][C@@H:9]4[CH2:8][CH2:7][C@H:6]([NH:5][C:1](=[O:3])[CH3:2])[CH2:11][CH2:10]4)[N:14]=[CH:15][C:16]3=[CH:21][N:20]=2)=[CH:28][C:27]=1[S:29](=[O:31])(=[O:30])[NH2:32]. The catalyst class is: 1. (4) Reactant: [CH2:1]([O:23][C:24]1[CH:29]=[CH:28][C:27]([CH:30]([C:32]2[CH:37]=[CH:36][C:35]([O:38][CH2:39][CH2:40][CH2:41][CH2:42][CH2:43][CH2:44][CH2:45][CH2:46][CH2:47][CH2:48][CH2:49][CH2:50][CH2:51][CH2:52][CH2:53][CH2:54][CH2:55][CH2:56][CH2:57][CH2:58][CH2:59][CH3:60])=[CH:34][CH:33]=2)O)=[CH:26][CH:25]=1)[CH2:2][CH2:3][CH2:4][CH2:5][CH2:6][CH2:7][CH2:8][CH2:9][CH2:10][CH2:11][CH2:12][CH2:13][CH2:14][CH2:15][CH2:16][CH2:17][CH2:18][CH2:19][CH2:20][CH2:21][CH3:22].[C:61](=[O:66])([O:63][CH2:64][CH3:65])[NH2:62].CS(O)(=O)=O.C(=O)([O-])[O-].[Na+].[Na+]. Product: [CH2:64]([O:63][C:61](=[O:66])[NH:62][CH:30]([C:32]1[CH:37]=[CH:36][C:35]([O:38][CH2:39][CH2:40][CH2:41][CH2:42][CH2:43][CH2:44][CH2:45][CH2:46][CH2:47][CH2:48][CH2:49][CH2:50][CH2:51][CH2:52][CH2:53][CH2:54][CH2:55][CH2:56][CH2:57][CH2:58][CH2:59][CH3:60])=[CH:34][CH:33]=1)[C:27]1[CH:28]=[CH:29][C:24]([O:23][CH2:1][CH2:2][CH2:3][CH2:4][CH2:5][CH2:6][CH2:7][CH2:8][CH2:9][CH2:10][CH2:11][CH2:12][CH2:13][CH2:14][CH2:15][CH2:16][CH2:17][CH2:18][CH2:19][CH2:20][CH2:21][CH3:22])=[CH:25][CH:26]=1)[CH3:65]. The catalyst class is: 11.